From a dataset of Forward reaction prediction with 1.9M reactions from USPTO patents (1976-2016). Predict the product of the given reaction. (1) Given the reactants [C:1]1([N:7]2[C:11]([C:12]3[S:13][CH:14]=[CH:15][CH:16]=3)=[CH:10][C:9]([CH2:17][CH2:18][CH:19]=O)=[N:8]2)[CH:6]=[CH:5][CH:4]=[CH:3][CH:2]=1.[Cl:21][C:22]1[CH:27]=[CH:26][C:25]([N:28]2[CH2:33][CH2:32][NH:31][CH2:30][CH2:29]2)=[CH:24][CH:23]=1.CCN(C(C)C)C(C)C.[BH-](OC(C)=O)(OC(C)=O)OC(C)=O.[Na+], predict the reaction product. The product is: [Cl:21][C:22]1[CH:23]=[CH:24][C:25]([N:28]2[CH2:33][CH2:32][N:31]([CH2:19][CH2:18][CH2:17][C:9]3[CH:10]=[C:11]([C:12]4[S:13][CH:14]=[CH:15][CH:16]=4)[N:7]([C:1]4[CH:6]=[CH:5][CH:4]=[CH:3][CH:2]=4)[N:8]=3)[CH2:30][CH2:29]2)=[CH:26][CH:27]=1. (2) Given the reactants [H-].[Na+].[C:3]([C:5]1[CH:10]=[CH:9][C:8]([N:11]([CH2:19]S(C2C=CC=CC=2)(=O)=O)[C:12](=[O:18])[O:13][C:14]([CH3:17])([CH3:16])[CH3:15])=[C:7]([S:29]([CH3:32])(=[O:31])=[O:30])[CH:6]=1)#[N:4].CC1CCCO1.[F:39][C:40]([F:56])([F:55])[C:41]1[CH:46]=[C:45]([NH:47][C:48]2[CH2:53][CH2:52][CH2:51][C:50](=[O:54])[CH:49]=2)[CH:44]=[CH:43][N:42]=1, predict the reaction product. The product is: [C:3]([C:5]1[CH:10]=[CH:9][C:8]([N:11]([CH2:19][C:49]2[C:50](=[O:54])[CH2:51][CH2:52][CH2:53][C:48]=2[NH:47][C:45]2[CH:44]=[CH:43][N:42]=[C:41]([C:40]([F:39])([F:55])[F:56])[CH:46]=2)[C:12](=[O:18])[O:13][C:14]([CH3:17])([CH3:16])[CH3:15])=[C:7]([S:29]([CH3:32])(=[O:30])=[O:31])[CH:6]=1)#[N:4]. (3) Given the reactants [NH2:1][C@H:2]([C:10]([OH:12])=[O:11])[CH2:3][C:4]1[CH:9]=[CH:8][CH:7]=[CH:6][CH:5]=1.[C:13](Cl)(=[O:20])[C:14]1[CH:19]=[CH:18][CH:17]=[CH:16][CH:15]=1.Cl, predict the reaction product. The product is: [C:13]([NH:1][C@H:2]([C:10]([OH:12])=[O:11])[CH2:3][C:4]1[CH:9]=[CH:8][CH:7]=[CH:6][CH:5]=1)(=[O:20])[C:14]1[CH:19]=[CH:18][CH:17]=[CH:16][CH:15]=1. (4) The product is: [Br:1][C:2]1[CH:10]=[C:6]2[C:5](=[CH:4][CH:3]=1)[NH:11][C:20](=[S:21])[N:19]([C:14]1[CH:15]=[CH:16][CH:17]=[CH:18][C:13]=1[Br:12])[C:7]2=[O:9]. Given the reactants [Br:1][C:2]1[CH:3]=[CH:4][C:5]([NH2:11])=[C:6]([CH:10]=1)[C:7]([OH:9])=O.[Br:12][C:13]1[CH:18]=[CH:17][CH:16]=[CH:15][C:14]=1[N:19]=[C:20]=[S:21], predict the reaction product.